This data is from NCI-60 drug combinations with 297,098 pairs across 59 cell lines. The task is: Regression. Given two drug SMILES strings and cell line genomic features, predict the synergy score measuring deviation from expected non-interaction effect. Drug 1: C1=CC(=CC=C1CC(C(=O)O)N)N(CCCl)CCCl.Cl. Drug 2: CCC1(CC2CC(C3=C(CCN(C2)C1)C4=CC=CC=C4N3)(C5=C(C=C6C(=C5)C78CCN9C7C(C=CC9)(C(C(C8N6C)(C(=O)OC)O)OC(=O)C)CC)OC)C(=O)OC)O.OS(=O)(=O)O. Cell line: RXF 393. Synergy scores: CSS=22.0, Synergy_ZIP=-8.71, Synergy_Bliss=-6.26, Synergy_Loewe=-43.1, Synergy_HSA=-5.53.